Dataset: Reaction yield outcomes from USPTO patents with 853,638 reactions. Task: Predict the reaction yield, written as a fraction of the theoretical maximum amount of product (1.0 means a 100% yield; for example, 0.34 means a 34% yield). (1) The product is [CH2:24]([O:23][C:6]1[C:5]2[C:10](=[CH:11][C:2]([F:1])=[CH:3][CH:4]=2)[C:9](=[O:12])[N:8]([CH2:13][C:14]([CH3:17])([CH3:16])[CH3:15])[C:7]=1[C:18]([O:20][CH2:21][CH3:22])=[O:19])[CH2:25][CH2:26][CH3:27]. The reactants are [F:1][C:2]1[CH:11]=[C:10]2[C:5]([C:6]([OH:23])=[C:7]([C:18]([O:20][CH2:21][CH3:22])=[O:19])[N:8]([CH2:13][C:14]([CH3:17])([CH3:16])[CH3:15])[C:9]2=[O:12])=[CH:4][CH:3]=1.[CH2:24](O)[CH2:25][CH2:26][CH3:27].C(P(CCCC)CCCC)CCC.N(C(N1CCCCC1)=O)=NC(N1CCCCC1)=O. The yield is 0.942. The catalyst is O1CCCC1. (2) The reactants are [C:1]([O:5][C:6]([NH:8][C@:9]1([C:14]([O:16]CC)=[O:15])[CH2:11][C@@H:10]1[CH:12]=[CH2:13])=[O:7])([CH3:4])([CH3:3])[CH3:2].O.O1CCCC1.O.[OH-].[Li+]. The catalyst is C(OCC)(=O)C. The product is [C:1]([O:5][C:6]([NH:8][C@:9]1([C:14]([OH:16])=[O:15])[CH2:11][C@@H:10]1[CH:12]=[CH2:13])=[O:7])([CH3:4])([CH3:2])[CH3:3]. The yield is 0.960. (3) The reactants are [F:1][C:2]1([F:17])[O:6][C:5]2[CH:7]=[CH:8][C:9]([C:11]3([C:14](Cl)=[O:15])[CH2:13][CH2:12]3)=[CH:10][C:4]=2[O:3]1.[Cl:18][C:19]1[N:24]=[C:23]([NH2:25])[CH:22]=[C:21]([CH3:26])[C:20]=1[CH3:27].CCN(CC)CC. The catalyst is ClCCl. The product is [Cl:18][C:19]1[N:24]=[C:23]([NH:25][C:14]([C:11]2([C:9]3[CH:8]=[CH:7][C:5]4[O:6][C:2]([F:17])([F:1])[O:3][C:4]=4[CH:10]=3)[CH2:13][CH2:12]2)=[O:15])[CH:22]=[C:21]([CH3:26])[C:20]=1[CH3:27]. The yield is 0.730. (4) The reactants are C(OC(=O)[NH:7][C:8]1[S:9][C:10]2[C:19](=[O:20])[CH2:18][CH2:17][C:16]3[C:12](=[CH:13][N:14]([CH2:21][C:22]4[CH:27]=[CH:26][C:25]([O:28][CH3:29])=[CH:24][CH:23]=4)[N:15]=3)[C:11]=2[N:30]=1)(C)(C)C. The catalyst is C(O)(C(F)(F)F)=O.C(Cl)Cl. The product is [NH2:7][C:8]1[S:9][C:10]2[C:19](=[O:20])[CH2:18][CH2:17][C:16]3[C:12](=[CH:13][N:14]([CH2:21][C:22]4[CH:27]=[CH:26][C:25]([O:28][CH3:29])=[CH:24][CH:23]=4)[N:15]=3)[C:11]=2[N:30]=1. The yield is 0.860. (5) The reactants are Br[C:2]1[CH:7]=[C:6]([CH:8]2[CH2:12][CH2:11][CH2:10][CH2:9]2)[C:5]([O:13]C(OC)=O)=[CH:4][C:3]=1[NH:18][C:19]([CH:21]1[O:26][C:25]2[CH:27]=[CH:28][C:29]([C:31]#[N:32])=[CH:30][C:24]=2[N:23]([C:33]([O:35][CH2:36][CH3:37])=[O:34])[CH2:22]1)=[O:20].CC1(C)C(C)(C)OB([C:46]2[CH2:47][CH2:48][N:49]([C:52]([O:54][C:55]([CH3:58])([CH3:57])[CH3:56])=[O:53])[CH2:50][CH:51]=2)O1.C([O-])([O-])=O.[Cs+].[Cs+]. The catalyst is CN(C=O)C.C1C=CC([P]([Pd]([P](C2C=CC=CC=2)(C2C=CC=CC=2)C2C=CC=CC=2)([P](C2C=CC=CC=2)(C2C=CC=CC=2)C2C=CC=CC=2)[P](C2C=CC=CC=2)(C2C=CC=CC=2)C2C=CC=CC=2)(C2C=CC=CC=2)C2C=CC=CC=2)=CC=1. The product is [C:55]([O:54][C:52]([N:49]1[CH2:48][CH:47]=[C:46]([C:2]2[CH:7]=[C:6]([CH:8]3[CH2:12][CH2:11][CH2:10][CH2:9]3)[C:5]([OH:13])=[CH:4][C:3]=2[NH:18][C:19]([CH:21]2[O:26][C:25]3[CH:27]=[CH:28][C:29]([C:31]#[N:32])=[CH:30][C:24]=3[N:23]([C:33]([O:35][CH2:36][CH3:37])=[O:34])[CH2:22]2)=[O:20])[CH2:51][CH2:50]1)=[O:53])([CH3:58])([CH3:56])[CH3:57]. The yield is 0.560. (6) The reactants are Br[C:2]1[CH:11]=[CH:10][C:5]([C:6]([O:8][CH3:9])=[O:7])=[CH:4][C:3]=1[CH3:12].[C:13]1([CH3:22])[CH:18]=[CH:17][CH:16]=[CH:15][C:14]=1B(O)O.C(=O)([O-])[O-].[K+].[K+]. The catalyst is O1CCOCC1. The product is [CH3:12][C:3]1[CH:4]=[C:5]([C:6]([O:8][CH3:9])=[O:7])[CH:10]=[CH:11][C:2]=1[C:14]1[CH:15]=[CH:16][CH:17]=[CH:18][C:13]=1[CH3:22]. The yield is 0.930.